This data is from Forward reaction prediction with 1.9M reactions from USPTO patents (1976-2016). The task is: Predict the product of the given reaction. Given the reactants Br[C:2]1[CH:11]=[CH:10][CH:9]=[C:8]2[C:3]=1[CH:4]=[CH:5][N:6]=[CH:7]2.C(=O)([O-])[O-].[Na+].[Na+].[F:18][C:19]1[CH:24]=[CH:23][C:22](B(O)O)=[CH:21][CH:20]=1, predict the reaction product. The product is: [F:18][C:19]1[CH:24]=[CH:23][C:22]([C:2]2[CH:11]=[CH:10][CH:9]=[C:8]3[C:3]=2[CH:4]=[CH:5][N:6]=[CH:7]3)=[CH:21][CH:20]=1.